Dataset: Catalyst prediction with 721,799 reactions and 888 catalyst types from USPTO. Task: Predict which catalyst facilitates the given reaction. (1) Reactant: Br[C:2]1[CH:7]=[CH:6][C:5]([CH:8]=[CH:9][C:10]2[CH:15]=[CH:14][C:13](Br)=[CH:12][CH:11]=2)=[CH:4][CH:3]=1.[C:17]1([CH3:24])[CH:22]=[CH:21][CH:20]=[CH:19][C:18]=1P.C[C:26]([CH3:29])([O-])[CH3:27].[Na+].[CH2:31]([NH:39][CH2:40][CH2:41][CH2:42][CH2:43][CH2:44][CH2:45][CH2:46][CH3:47])[CH2:32][CH2:33][CH2:34][CH2:35][CH2:36][CH2:37][CH3:38]. Product: [CH2:31]([N:39]([CH2:40][CH2:18][CH2:19][CH2:20][CH2:21][CH2:22][CH2:17][CH3:24])[C:2]1[CH:7]=[CH:6][C:5]([CH:8]=[CH:9][C:10]2[CH:15]=[CH:14][C:13]([N:39]([CH2:31][CH2:32][CH2:33][CH2:34][CH2:35][CH2:36][CH2:37][CH3:38])[CH2:40][CH2:41][CH2:42][CH2:43][CH2:44][CH2:45][CH2:46][CH3:47])=[CH:12][CH:11]=2)=[CH:4][CH:3]=1)[CH2:32][CH2:33][CH2:34][CH2:35][CH2:27][CH2:26][CH3:29]. The catalyst class is: 101. (2) Reactant: [Br:1][C:2]1[S:6][C:5]([N:7]2[CH2:12][CH2:11][C:10]([CH2:18][CH2:19][OH:20])([N:13]3[CH2:17][CH2:16][CH2:15][CH2:14]3)[CH2:9][CH2:8]2)=[N:4][CH:3]=1.[Cl:21][C:22]1[CH:23]=[C:24]([CH2:29][C:30]([OH:32])=[O:31])[CH:25]=[C:26](O)[CH:27]=1.[CH2:33](P(CCCC)CCCC)CCC.N(C(N1CCCCC1)=O)=NC(N1CCCCC1)=O. Product: [CH3:33][O:32][C:30](=[O:31])[CH2:29][C:24]1[CH:23]=[C:22]([Cl:21])[CH:27]=[C:26]([O:20][CH2:19][CH2:18][C:10]2([N:13]3[CH2:14][CH2:15][CH2:16][CH2:17]3)[CH2:11][CH2:12][N:7]([C:5]3[S:6][C:2]([Br:1])=[CH:3][N:4]=3)[CH2:8][CH2:9]2)[CH:25]=1. The catalyst class is: 132. (3) Reactant: Cl[C:2]1[N:7]=[CH:6][C:5]([C:8]([O:10][CH3:11])=[O:9])=[CH:4][N:3]=1.C(N(CC)CC)C.[CH3:19][N:20]1[CH2:25][CH2:24][NH:23][CH2:22][CH2:21]1. Product: [CH3:19][N:20]1[CH2:25][CH2:24][N:23]([C:2]2[N:7]=[CH:6][C:5]([C:8]([O:10][CH3:11])=[O:9])=[CH:4][N:3]=2)[CH2:22][CH2:21]1. The catalyst class is: 41. (4) The catalyst class is: 58. Product: [CH2:1]([N:8]1[C:20]2[CH:19]=[C:18]([C:21]3[C:22]([CH3:27])=[N:23][O:24][C:25]=3[CH3:26])[CH:17]=[C:16]([C:28]([NH2:29])=[O:35])[C:15]=2[C:14]2[C:9]1=[CH:10][C:11]([C:30]([OH:33])([CH3:31])[CH3:32])=[CH:12][CH:13]=2)[C:2]1[CH:3]=[CH:4][CH:5]=[CH:6][CH:7]=1. Reactant: [CH2:1]([N:8]1[C:20]2[CH:19]=[C:18]([C:21]3[C:22]([CH3:27])=[N:23][O:24][C:25]=3[CH3:26])[CH:17]=[C:16]([C:28]#[N:29])[C:15]=2[C:14]2[C:9]1=[CH:10][C:11]([C:30]([OH:33])([CH3:32])[CH3:31])=[CH:12][CH:13]=2)[C:2]1[CH:7]=[CH:6][CH:5]=[CH:4][CH:3]=1.C([O-])([O-])=[O:35].[K+].[K+].OO. (5) Reactant: [CH3:1][N:2]1[CH2:9][C:8]2[S:7][CH:6]=[N:5][C:4]=2[CH2:3]1.C([Li:14])(C)(C)C.[C:15](=[O:17])=[O:16]. Product: [CH3:1][N:2]1[CH2:9][C:8]2[S:7][C:6]([C:15]([O-:17])=[O:16])=[N:5][C:4]=2[CH2:3]1.[Li+:14]. The catalyst class is: 7. (6) Reactant: C([CH:3]([OH:14])[CH2:4][CH2:5][C:6]1[C:7]([Cl:13])=[N:8][C:9](Cl)=[CH:10][CH:11]=1)C.[F:15][C:16]1[CH:21]=[CH:20][C:19]([C:22]2[O:23][C:24]3[CH:34]=[C:33]([N:35]([CH3:40])[S:36]([CH3:39])(=[O:38])=[O:37])[C:32](B4OC(C)(C)C(C)(C)O4)=[CH:31][C:25]=3[C:26]=2[C:27]([NH:29][CH3:30])=[O:28])=[CH:18][CH:17]=1.CC1(C)C2C(=C(P(C3C=CC=CC=3)C3C=CC=CC=3)C=CC=2)OC2C(P(C3C=CC=CC=3)C3C=CC=CC=3)=CC=CC1=2.C1(C2C=CC=CC=2)C=CC=CC=1.C(=O)([O-])[O-].[Cs+].[Cs+]. Product: [Cl:13][C:7]1[N:8]=[C:9]([C:32]2[C:33]([N:35]([CH3:40])[S:36]([CH3:39])(=[O:38])=[O:37])=[CH:34][C:24]3[O:23][C:22]([C:19]4[CH:20]=[CH:21][C:16]([F:15])=[CH:17][CH:18]=4)=[C:26]([C:27]([NH:29][CH3:30])=[O:28])[C:25]=3[CH:31]=2)[CH:10]=[CH:11][C:6]=1[CH2:5][CH2:4][CH2:3][OH:14]. The catalyst class is: 127.